Task: Binary Classification. Given a drug SMILES string, predict its activity (active/inactive) in a high-throughput screening assay against a specified biological target.. Dataset: Cav3 T-type calcium channel HTS with 100,875 compounds (1) The drug is O1c2n[nH]c(c2C(C(=C1N)C#N)c1cccnc1)c1ccccc1. The result is 0 (inactive). (2) The molecule is Clc1cc2n(c(nc2cc1Cl)C1N(CCC1)c1scc(n1)c1ccc(F)cc1)CCOCCO. The result is 0 (inactive).